Dataset: Forward reaction prediction with 1.9M reactions from USPTO patents (1976-2016). Task: Predict the product of the given reaction. (1) Given the reactants Br[CH2:2][CH2:3][CH2:4][CH2:5][CH2:6][CH2:7][CH2:8][CH2:9][CH2:10][CH2:11][CH2:12][CH2:13][CH2:14][Br:15].[Si]([O:23][C@H:24]([CH2:27][CH2:28][CH2:29][CH3:30])[C:25]#[CH:26])(C(C)(C)C)(C)C.O1CCCCC1OCCCC#C, predict the reaction product. The product is: [Br:15][CH2:14][CH2:13][CH2:12][CH2:11][CH2:10][CH2:9][CH2:8][CH2:7][CH2:6][CH2:5][CH2:4][CH2:3][CH2:2]/[CH:26]=[CH:25]\[C@H:24]([OH:23])[CH2:27][CH2:28][CH2:29][CH3:30]. (2) Given the reactants [OH:1][C:2]1[CH:10]=[C:9]2[C:5]([CH:6]=[N:7][N:8]2[C:11]([O:13][C:14]([CH3:17])([CH3:16])[CH3:15])=[O:12])=[CH:4][CH:3]=1.[Br:18][CH2:19][CH2:20][CH2:21][CH2:22]Br.C(=O)([O-])[O-].[K+].[K+], predict the reaction product. The product is: [Br:18][CH2:19][CH2:20][CH2:21][CH2:22][O:1][C:2]1[CH:10]=[C:9]2[C:5]([CH:6]=[N:7][N:8]2[C:11]([O:13][C:14]([CH3:17])([CH3:16])[CH3:15])=[O:12])=[CH:4][CH:3]=1. (3) Given the reactants [O:1]=[C:2]1[C:8]2[CH:9]=[CH:10][CH:11]=[CH:12][C:7]=2[CH2:6][CH2:5][CH:4]([C:13]([O:15][C:16]([CH3:19])([CH3:18])[CH3:17])=[O:14])[NH:3]1.F[B-](F)(F)F.[CH3:25][O+](C)C, predict the reaction product. The product is: [CH3:25][O:1][C:2]1[C:8]2[CH:9]=[CH:10][CH:11]=[CH:12][C:7]=2[CH2:6][CH2:5][CH:4]([C:13]([O:15][C:16]([CH3:19])([CH3:18])[CH3:17])=[O:14])[N:3]=1. (4) Given the reactants Cl.[CH2:2]([NH:9][CH2:10][Si:11]([CH3:14])([CH3:13])[CH3:12])[C:3]1[CH:8]=[CH:7][CH:6]=[CH:5][CH:4]=1.[C-:15]#[N:16].[K+].[CH2:18]=O, predict the reaction product. The product is: [CH2:2]([N:9]([CH2:18][C:15]#[N:16])[CH2:10][Si:11]([CH3:14])([CH3:13])[CH3:12])[C:3]1[CH:8]=[CH:7][CH:6]=[CH:5][CH:4]=1.